From a dataset of Full USPTO retrosynthesis dataset with 1.9M reactions from patents (1976-2016). Predict the reactants needed to synthesize the given product. (1) Given the product [CH2:15]([CH:18]1[CH2:23][CH2:22][N:21]([C:2]([O:4][C:5]2[CH:10]=[CH:9][CH:8]=[C:7]([C:11]([F:14])([F:13])[F:12])[CH:6]=2)=[O:3])[CH2:20][CH2:19]1)[C:16]#[CH:17], predict the reactants needed to synthesize it. The reactants are: Cl[C:2]([O:4][C:5]1[CH:10]=[CH:9][CH:8]=[C:7]([C:11]([F:14])([F:13])[F:12])[CH:6]=1)=[O:3].[CH2:15]([CH:18]1[CH2:23][CH2:22][N:21](C(OC(C)(C)C)=O)[CH2:20][CH2:19]1)[C:16]#[CH:17]. (2) Given the product [CH3:1][N:2]([CH3:25])[CH2:3][CH2:4][O:43][C:40]1[CH:41]=[CH:42][C:37]([NH:36][C:34]2[S:35][C:31]([C:28]3[CH:29]=[CH:30][S:26][CH:27]=3)=[CH:32][N:33]=2)=[C:38]([C:44]([F:47])([F:46])[F:45])[CH:39]=1, predict the reactants needed to synthesize it. The reactants are: [CH3:1][N:2]([CH3:25])[CH2:3][CH2:4]COC1C=CC(C2SC(NC3C=CC=CC=3)=NC=2)=CC=1.[S:26]1[CH:30]=[CH:29][C:28]([C:31]2[S:35][C:34]([NH:36][C:37]3[CH:42]=[CH:41][C:40]([OH:43])=[CH:39][C:38]=3[C:44]([F:47])([F:46])[F:45])=[N:33][CH:32]=2)=[CH:27]1.Cl.ClCCN(C)C. (3) Given the product [F:1][C:2]1[CH:3]=[C:4]2[C:8](=[CH:9][CH:10]=1)[N:7]=[C:15]([C:17]1[CH:22]=[CH:21][CH:20]=[CH:19][CH:18]=1)[C:14]([OH:23])=[C:5]2[C:6]([OH:11])=[O:26], predict the reactants needed to synthesize it. The reactants are: [F:1][C:2]1[CH:3]=[C:4]2[C:8](=[CH:9][CH:10]=1)[NH:7][C:6](=[O:11])[C:5]2=O.O[CH2:14][C:15]([C:17]1[CH:22]=[CH:21][CH:20]=[CH:19][CH:18]=1)=O.[OH-:23].[Na+].Cl.[OH2:26]. (4) Given the product [CH3:23][O:24][C:25]1[CH:26]=[C:27]([C:34]2[CH:38]=[CH:37][N:36]([CH2:39][CH2:40][NH:41][C:7]([C:5]3[CH:6]=[C:2]([CH3:1])[NH:3][N:4]=3)=[O:9])[N:35]=2)[CH:28]=[CH:29][C:30]=1[N+:31]([O-:33])=[O:32], predict the reactants needed to synthesize it. The reactants are: [CH3:1][C:2]1[CH:6]=[C:5]([C:7]([OH:9])=O)[NH:4][N:3]=1.C1C=CC2N(O)N=NC=2C=1.N=C=N.[CH3:23][O:24][C:25]1[CH:26]=[C:27]([C:34]2[CH:38]=[CH:37][N:36]([CH2:39][CH2:40][NH2:41])[N:35]=2)[CH:28]=[CH:29][C:30]=1[N+:31]([O-:33])=[O:32].C(O)C(N)(CO)CO. (5) Given the product [CH:21]1([NH:24][C:2]2[CH:7]=[C:6]([F:8])[C:5]([F:9])=[CH:4][C:3]=2[N+:10]([O-:12])=[O:11])[CH2:23][CH2:22]1, predict the reactants needed to synthesize it. The reactants are: F[C:2]1[CH:7]=[C:6]([F:8])[C:5]([F:9])=[CH:4][C:3]=1[N+:10]([O-:12])=[O:11].[F-].[K+].C(=O)([O-])[O-].[K+].[K+].[CH:21]1([NH2:24])[CH2:23][CH2:22]1. (6) Given the product [CH2:13]([O:10][C:6]1([C:2]2[S:1][CH:5]=[CH:4][N:3]=2)[CH2:9][CH2:8][CH2:7]1)[C:14]1[CH:19]=[CH:18][CH:17]=[CH:16][CH:15]=1, predict the reactants needed to synthesize it. The reactants are: [S:1]1[CH:5]=[CH:4][N:3]=[C:2]1[C:6]1([OH:10])[CH2:9][CH2:8][CH2:7]1.[H-].[Na+].[CH2:13](Br)[C:14]1[CH:19]=[CH:18][CH:17]=[CH:16][CH:15]=1. (7) Given the product [NH2:10][C:11]1[C:20]2[N:21]=[C:22]([CH2:32][CH3:33])[N:23]([CH2:24][C:25]3([OH:31])[CH2:30][CH2:29][N:28]([S:35]([CH3:34])(=[O:37])=[O:36])[CH2:27][CH2:26]3)[C:19]=2[C:18]2[N:17]=[CH:16][CH:15]=[CH:14][C:13]=2[N:12]=1, predict the reactants needed to synthesize it. The reactants are: C(N(CC)CC)C.Cl.Cl.[NH2:10][C:11]1[C:20]2[N:21]=[C:22]([CH2:32][CH3:33])[N:23]([CH2:24][C:25]3([OH:31])[CH2:30][CH2:29][NH:28][CH2:27][CH2:26]3)[C:19]=2[C:18]2[N:17]=[CH:16][CH:15]=[CH:14][C:13]=2[N:12]=1.[CH3:34][S:35](O[S:35]([CH3:34])(=[O:37])=[O:36])(=[O:37])=[O:36]. (8) Given the product [CH3:16][CH:14]([C@H:13]([NH2:12])[C:17]([O:19][CH2:30][CH:27]([O:26][CH2:25][N:24]1[C:23]2[NH:32][C:33]([NH2:37])=[N:34][C:35](=[O:36])[C:22]=2[N:21]=[CH:20]1)[CH2:28][OH:29])=[O:18])[CH3:15].[ClH:1], predict the reactants needed to synthesize it. The reactants are: [ClH:1].C(OC([NH:12][C@H:13]([C:17]([OH:19])=[O:18])[CH:14]([CH3:16])[CH3:15])=O)C1C=CC=CC=1.[CH:20]1[N:24]([CH2:25][O:26][CH:27]([CH2:30]O)[CH2:28][OH:29])[C:23]2[N:32]=[C:33]([NH2:37])[N:34]=[C:35]([OH:36])[C:22]=2[N:21]=1.C(O)(C)C.